Task: Predict the product of the given reaction.. Dataset: Forward reaction prediction with 1.9M reactions from USPTO patents (1976-2016) Given the reactants [Br:1][C:2]1[CH:7]=[CH:6][C:5]([CH:8]2[C:16]3[C:11](=[CH:12][CH:13]=[CH:14][CH:15]=3)[N:10]([CH:17]([C:24]3[CH:29]=[CH:28][CH:27]=[CH:26][CH:25]=3)[C:18]3[CH:23]=[CH:22][CH:21]=[CH:20][CH:19]=3)[C:9]2=[O:30])=[C:4]([OH:31])[CH:3]=1.[C:32](=O)([O-])[O-].[Cs+].[Cs+].ClCI, predict the reaction product. The product is: [Br:1][C:2]1[CH:7]=[CH:6][C:5]2[C:8]3([CH2:32][O:31][C:4]=2[CH:3]=1)[C:16]1[C:11](=[CH:12][CH:13]=[CH:14][CH:15]=1)[N:10]([CH:17]([C:24]1[CH:25]=[CH:26][CH:27]=[CH:28][CH:29]=1)[C:18]1[CH:23]=[CH:22][CH:21]=[CH:20][CH:19]=1)[C:9]3=[O:30].